This data is from Reaction yield outcomes from USPTO patents with 853,638 reactions. The task is: Predict the reaction yield, written as a fraction of the theoretical maximum amount of product (1.0 means a 100% yield; for example, 0.34 means a 34% yield). (1) The reactants are [F:1][C:2]1[CH:7]=[CH:6][C:5]([C:8]2[O:9][CH:10]=[C:11]([C:13]([CH3:17])([CH3:16])[CH2:14][NH2:15])[N:12]=2)=[CH:4][CH:3]=1.[F:18][C:19]([F:37])([F:36])[C:20]([C:22]1[O:26][C:25]([C:27]2[CH:28]=[C:29]([CH:33]=[CH:34][CH:35]=2)[C:30](O)=[O:31])=[CH:24][CH:23]=1)=[O:21]. No catalyst specified. The product is [F:1][C:2]1[CH:3]=[CH:4][C:5]([C:8]2[O:9][CH:10]=[C:11]([C:13]([CH3:17])([CH3:16])[CH2:14][NH:15][C:30](=[O:31])[C:29]3[CH:33]=[CH:34][CH:35]=[C:27]([C:25]4[O:26][C:22]([C:20](=[O:21])[C:19]([F:18])([F:36])[F:37])=[CH:23][CH:24]=4)[CH:28]=3)[N:12]=2)=[CH:6][CH:7]=1. The yield is 0.0600. (2) The reactants are Br[C:2]1[CH:7]=[C:6]([CH2:8][S:9]([CH2:12][CH3:13])(=[O:11])=[O:10])[CH:5]=[CH:4][C:3]=1[O:14][CH2:15][C:16]([F:19])([F:18])[F:17].[CH3:20][N:21]1[CH:30]=[C:29](B2OC(C)(C)C(C)(C)O2)[C:28]2[C:23](=[CH:24][CH:25]=[CH:26][CH:27]=2)[C:22]1=[O:40].C([O-])([O-])=O.[Na+].[Na+]. The catalyst is O1CCOCC1.O.C1C=CC([P]([Pd]([P](C2C=CC=CC=2)(C2C=CC=CC=2)C2C=CC=CC=2)([P](C2C=CC=CC=2)(C2C=CC=CC=2)C2C=CC=CC=2)[P](C2C=CC=CC=2)(C2C=CC=CC=2)C2C=CC=CC=2)(C2C=CC=CC=2)C2C=CC=CC=2)=CC=1. The product is [CH2:12]([S:9]([CH2:8][C:6]1[CH:5]=[CH:4][C:3]([O:14][CH2:15][C:16]([F:19])([F:18])[F:17])=[C:2]([C:29]2[C:28]3[C:23](=[CH:24][CH:25]=[CH:26][CH:27]=3)[C:22](=[O:40])[N:21]([CH3:20])[CH:30]=2)[CH:7]=1)(=[O:11])=[O:10])[CH3:13]. The yield is 0.670. (3) The reactants are [Al+3].[Cl-].[Cl-].[Cl-].[H-].[Al+3].[Li+].[H-].[H-].[H-].[Br:11][C:12]#[C:13][C@H:14]([OH:24])[CH2:15][O:16][C:17]1[CH:22]=[CH:21][C:20]([F:23])=[CH:19][CH:18]=1.[OH-].[Na+]. The catalyst is CCOCC.O. The product is [Br:11]/[CH:12]=[CH:13]/[C@H:14]([OH:24])[CH2:15][O:16][C:17]1[CH:22]=[CH:21][C:20]([F:23])=[CH:19][CH:18]=1. The yield is 0.810. (4) The catalyst is C(COC)OC.O.C1C=CC(P(C2C=CC=CC=2)[C-]2C=CC=C2)=CC=1.C1C=CC(P(C2C=CC=CC=2)[C-]2C=CC=C2)=CC=1.Cl[Pd]Cl.[Fe+2]. The product is [Br:1][C:2]1[CH:7]=[CH:6][C:5]([C:8]([F:11])([F:10])[F:9])=[CH:4][C:3]=1[C:16]1[CH:17]=[CH:18][N:13]=[CH:14][CH:15]=1. The reactants are [Br:1][C:2]1[CH:7]=[CH:6][C:5]([C:8]([F:11])([F:10])[F:9])=[CH:4][C:3]=1I.[N:13]1[CH:18]=[CH:17][C:16](B(O)O)=[CH:15][CH:14]=1.C(=O)(O)[O-].[Na+]. The yield is 0.776. (5) The reactants are O1CCCC1.[S:6]1[CH:10]=[CH:9][C:8]([CH2:11][O:12][C:13]2[CH:18]=[CH:17][C:16]([CH2:19][C:20](Cl)=[N:21][OH:22])=[CH:15][CH:14]=2)=[CH:7]1.[C:24]([C:26]1[C:27]([NH2:32])=[N:28][CH:29]=[CH:30][CH:31]=1)#[CH:25].C(N(CC)CC)C. The catalyst is O. The product is [S:6]1[CH:10]=[CH:9][C:8]([CH2:11][O:12][C:13]2[CH:18]=[CH:17][C:16]([CH2:19][C:20]3[CH:25]=[C:24]([C:26]4[C:27]([NH2:32])=[N:28][CH:29]=[CH:30][CH:31]=4)[O:22][N:21]=3)=[CH:15][CH:14]=2)=[CH:7]1. The yield is 0.240.